Dataset: Catalyst prediction with 721,799 reactions and 888 catalyst types from USPTO. Task: Predict which catalyst facilitates the given reaction. (1) Product: [ClH:25].[CH3:1][S:2][C:3]1[CH:8]=[CH:7][CH:6]=[CH:5][C:4]=1[NH:9][NH2:10]. The catalyst class is: 28. Reactant: [CH3:1][S:2][C:3]1[CH:8]=[CH:7][CH:6]=[CH:5][C:4]=1[N:9](C(OC(C)(C)C)=O)[NH:10]C(OC(C)(C)C)=O.[ClH:25]. (2) Reactant: [CH3:1][S:2]([C:5]1[CH:6]=[C:7]([C:11]2[CH:16]=[CH:15][C:14]([N:17]3[CH:21]=[C:20]([C:22]([OH:25])([CH3:24])[CH3:23])[N:19]=[C:18]3[C:26]3[CH:31]=[CH:30][CH:29]=[CH:28][C:27]=3[C:32]([F:35])([F:34])[F:33])=[CH:13][CH:12]=2)[CH:8]=[CH:9][CH:10]=1)(=[O:4])=[O:3].[Br:36]N1C(=O)CCC1=O. Product: [Br:36][C:21]1[N:17]([C:14]2[CH:15]=[CH:16][C:11]([C:7]3[CH:8]=[CH:9][CH:10]=[C:5]([S:2]([CH3:1])(=[O:4])=[O:3])[CH:6]=3)=[CH:12][CH:13]=2)[C:18]([C:26]2[CH:31]=[CH:30][CH:29]=[CH:28][C:27]=2[C:32]([F:35])([F:34])[F:33])=[N:19][C:20]=1[C:22]([OH:25])([CH3:24])[CH3:23]. The catalyst class is: 210.